This data is from Forward reaction prediction with 1.9M reactions from USPTO patents (1976-2016). The task is: Predict the product of the given reaction. (1) Given the reactants O.[OH-].[Li+].[CH:4]1([C@H:10]([NH:15][C:16]([C:18]2[C:27]([NH:28][C:29]([NH:31][C:32]3[CH:33]=[CH:34][C:35]4[O:39][CH2:38][CH2:37][C:36]=4[CH:40]=3)=[O:30])=[CH:26][C:25]3[C:20](=[CH:21][CH:22]=[CH:23][CH:24]=3)[CH:19]=2)=[O:17])[C:11]([O:13]C)=[O:12])[CH2:9][CH2:8][CH2:7][CH2:6][CH2:5]1.O.Cl, predict the reaction product. The product is: [CH:4]1([C@H:10]([NH:15][C:16]([C:18]2[C:27]([NH:28][C:29]([NH:31][C:32]3[CH:33]=[CH:34][C:35]4[O:39][CH2:38][CH2:37][C:36]=4[CH:40]=3)=[O:30])=[CH:26][C:25]3[C:20](=[CH:21][CH:22]=[CH:23][CH:24]=3)[CH:19]=2)=[O:17])[C:11]([OH:13])=[O:12])[CH2:9][CH2:8][CH2:7][CH2:6][CH2:5]1. (2) Given the reactants [CH:1]1([NH:4][C:5]([C:7]2[CH:8]=[C:9]([C:15]3[CH:20]=[CH:19][C:18](F)=[C:17]([CH:22]=O)[CH:16]=3)[C:10]([CH3:14])=[C:11]([F:13])[CH:12]=2)=[O:6])[CH2:3][CH2:2]1.[Br:24][C:25]1[CH:30]=[CH:29][C:28]([NH:31][NH2:32])=[CH:27][CH:26]=1, predict the reaction product. The product is: [Br:24][C:25]1[CH:30]=[CH:29][C:28]([N:31]2[C:18]3[C:17](=[CH:16][C:15]([C:9]4[CH:8]=[C:7]([CH:12]=[C:11]([F:13])[C:10]=4[CH3:14])[C:5]([NH:4][CH:1]4[CH2:2][CH2:3]4)=[O:6])=[CH:20][CH:19]=3)[CH:22]=[N:32]2)=[CH:27][CH:26]=1. (3) Given the reactants [F:1][C:2]1[C:7]([F:8])=[CH:6][CH:5]=[CH:4][C:3]=1[CH:9](O)[CH2:10][CH3:11].P(Br)(Br)[Br:14], predict the reaction product. The product is: [Br:14][CH:9]([C:3]1[CH:4]=[CH:5][CH:6]=[C:7]([F:8])[C:2]=1[F:1])[CH2:10][CH3:11]. (4) The product is: [OH:9][C@H:6]1[CH2:7][CH2:8][C@H:4]([N:1]2[C:38]3=[N:37][C:36]([NH:19][C:22]4[CH:23]=[CH:30][CH:29]=[CH:28][CH:33]=4)=[N:41][CH:40]=[C:39]3[CH2:43][N:44]([C:45]3[CH:50]=[CH:49][C:48]([O:51][CH3:52])=[CH:47][CH:46]=3)[C:24]2=[O:25])[CH2:5]1. Given the reactants [N:1]([C@H:4]1[CH2:8][CH2:7][C@H:6]([O:9][Si](C(C)(C)C)(C)C)[CH2:5]1)=[N+]=[N-].C([N:19]([CH2:22][CH3:23])CC)C.[C:24](Cl)(Cl)=[O:25].[C:28]1(C)[CH:33]=CC=[CH:30][CH:29]=1.Cl[C:36]1[N:41]=[C:40](Cl)[C:39]([CH2:43][NH:44][C:45]2[CH:50]=[CH:49][C:48]([O:51][CH3:52])=[CH:47][CH:46]=2)=[CH:38][N:37]=1.C([Li])CCC, predict the reaction product.